Dataset: Full USPTO retrosynthesis dataset with 1.9M reactions from patents (1976-2016). Task: Predict the reactants needed to synthesize the given product. Given the product [CH:1]1([NH:4][C:5]([C:6]2[CH:11]=[CH:10][C:9]([CH3:12])=[C:8]([N:13]3[CH:18]=[CH:17][N:16]=[C:15]([NH:19][C:20]([C:23]4[CH:28]=[CH:27][CH:26]=[CH:25][C:24]=4[O:29][CH2:39][CH2:40][N:41]([CH3:52])[C:42](=[O:51])[O:43][CH2:44][C:45]4[CH:50]=[CH:49][CH:48]=[CH:47][CH:46]=4)([CH3:22])[CH3:21])[C:14]3=[O:30])[CH:7]=2)=[O:31])[CH2:3][CH2:2]1, predict the reactants needed to synthesize it. The reactants are: [CH:1]1([NH:4][C:5](=[O:31])[C:6]2[CH:11]=[CH:10][C:9]([CH3:12])=[C:8]([N:13]3[CH:18]=[CH:17][N:16]=[C:15]([NH:19][C:20]([C:23]4[CH:28]=[CH:27][CH:26]=[CH:25][C:24]=4[OH:29])([CH3:22])[CH3:21])[C:14]3=[O:30])[CH:7]=2)[CH2:3][CH2:2]1.C(=O)([O-])[O-].[K+].[K+].Cl[CH2:39][CH2:40][N:41]([CH3:52])[C:42](=[O:51])[O:43][CH2:44][C:45]1[CH:50]=[CH:49][CH:48]=[CH:47][CH:46]=1.